From a dataset of Catalyst prediction with 721,799 reactions and 888 catalyst types from USPTO. Predict which catalyst facilitates the given reaction. Reactant: [Cl:1][C:2]1[CH:7]=[C:6]([O:8][C:9]2[CH:14]=[CH:13][C:12]([N:15]=[C:16]=[O:17])=[CH:11][CH:10]=2)[N:5]=[CH:4][N:3]=1.[CH2:18]([N:20]1[CH2:25][CH2:24][N:23]([CH2:26][CH2:27][C:28]2[CH:33]=[CH:32][C:31]([NH2:34])=[CH:30][C:29]=2[C:35]([F:38])([F:37])[F:36])[CH2:22][CH2:21]1)[CH3:19].CCOCC. Product: [Cl:1][C:2]1[N:3]=[CH:4][N:5]=[C:6]([O:8][C:9]2[CH:10]=[CH:11][C:12]([NH:15][C:16]([NH:34][C:31]3[CH:32]=[CH:33][C:28]([CH2:27][CH2:26][N:23]4[CH2:22][CH2:21][N:20]([CH2:18][CH3:19])[CH2:25][CH2:24]4)=[C:29]([C:35]([F:38])([F:37])[F:36])[CH:30]=3)=[O:17])=[CH:13][CH:14]=2)[CH:7]=1. The catalyst class is: 1.